This data is from Reaction yield outcomes from USPTO patents with 853,638 reactions. The task is: Predict the reaction yield, written as a fraction of the theoretical maximum amount of product (1.0 means a 100% yield; for example, 0.34 means a 34% yield). (1) The yield is 0.840. The reactants are [CH2:1]([N:3]1[CH:7]([CH2:8][CH2:9][O:10][C:11]2[CH:17]=[CH:16][C:14]([NH2:15])=[CH:13][CH:12]=2)[CH:6]=[N:5][NH:4]1)[CH3:2].[C:18]1([C:24]2[O:28][N:27]=[CH:26][C:25]=2[CH2:29][CH2:30][CH2:31][C:32](O)=[O:33])[CH:23]=[CH:22][CH:21]=[CH:20][CH:19]=1.O.ON1C2C=CC=CC=2N=N1.Cl.C(N=C=NCCCN(C)C)C. The catalyst is O.CN(C)C=O. The product is [CH2:1]([N:3]1[CH:7]([CH2:8][CH2:9][O:10][C:11]2[CH:12]=[CH:13][C:14]([NH:15][C:32](=[O:33])[CH2:31][CH2:30][CH2:29][C:25]3[CH:26]=[N:27][O:28][C:24]=3[C:18]3[CH:19]=[CH:20][CH:21]=[CH:22][CH:23]=3)=[CH:16][CH:17]=2)[CH:6]=[N:5][NH:4]1)[CH3:2]. (2) The reactants are C(O[C:9](=O)[N:10]([CH2:12][CH2:13][N:14]([CH2:18][CH3:19])[CH2:15][CH2:16][OH:17])C)C1C=CC=CC=1.[ClH:21].[H][H]. The catalyst is CO.[Pd]. The product is [ClH:21].[ClH:21].[CH2:18]([N:14]([CH2:13][CH2:12][NH:10][CH3:9])[CH2:15][CH2:16][OH:17])[CH3:19]. The yield is 0.900. (3) The reactants are [CH3:1][O:2][C:3]1[CH:4]=[C:5]([CH2:11][C:12]([OH:14])=[O:13])[CH:6]=[C:7]([O:9][CH3:10])[CH:8]=1.O=S(Cl)Cl.[CH3:19]O. The catalyst is CCOC(C)=O. The product is [CH3:10][O:9][C:7]1[CH:6]=[C:5]([CH2:11][C:12]([O:14][CH3:19])=[O:13])[CH:4]=[C:3]([O:2][CH3:1])[CH:8]=1. The yield is 1.00.